This data is from Full USPTO retrosynthesis dataset with 1.9M reactions from patents (1976-2016). The task is: Predict the reactants needed to synthesize the given product. (1) Given the product [CH3:14][N:15]([CH3:21])[C@H:16]1[CH2:20][CH2:19][N:18]([C:2]2[CH:3]=[CH:4][C:5]3[N:11]4[CH2:12][C@H:8]([CH2:9][CH2:10]4)[NH:7][C:6]=3[N:13]=2)[CH2:17]1, predict the reactants needed to synthesize it. The reactants are: Cl[C:2]1[CH:3]=[CH:4][C:5]2[N:11]3[CH2:12][C@H:8]([CH2:9][CH2:10]3)[NH:7][C:6]=2[N:13]=1.[CH3:14][N:15]([CH3:21])[C@H:16]1[CH2:20][CH2:19][NH:18][CH2:17]1.CC(C)([O-])C.[K+].COCCOC. (2) Given the product [OH:47][C:41]([C:43]([F:46])([F:45])[F:44])=[O:42].[NH2:7][C@@H:8]([CH2:9][O:10][CH:11]([F:13])[F:12])[C:14]([NH:15][C@H:16]([C:22](=[O:38])[NH:23][C@@H:24]([CH2:31][C:32]1[CH:33]=[CH:34][CH:35]=[CH:36][CH:37]=1)[C:25]([C@@:27]1([CH3:30])[CH2:29][O:28]1)=[O:26])[CH2:17][O:18][CH:19]([F:20])[F:21])=[O:39], predict the reactants needed to synthesize it. The reactants are: C(OC(=O)[NH:7][C@H:8]([C:14](=[O:39])[NH:15][C@H:16]([C:22](=[O:38])[NH:23][C@@H:24]([CH2:31][C:32]1[CH:37]=[CH:36][CH:35]=[CH:34][CH:33]=1)[C:25]([C@@:27]1([CH3:30])[CH2:29][O:28]1)=[O:26])[CH2:17][O:18][CH:19]([F:21])[F:20])[CH2:9][O:10][CH:11]([F:13])[F:12])(C)(C)C.[C:41]([OH:47])([C:43]([F:46])([F:45])[F:44])=[O:42]. (3) Given the product [NH2:13][C:10]1[CH:9]=[CH:8][C:7]([C:4]2[C:3]([C:16]([O:18][CH2:19][CH3:20])=[O:17])=[C:2]([CH3:1])[O:6][N:5]=2)=[CH:12][CH:11]=1, predict the reactants needed to synthesize it. The reactants are: [CH3:1][C:2]1[O:6][N:5]=[C:4]([C:7]2[CH:12]=[CH:11][C:10]([N+:13]([O-])=O)=[CH:9][CH:8]=2)[C:3]=1[C:16]([O:18][CH2:19][CH3:20])=[O:17].O.O.[Sn](Cl)Cl. (4) Given the product [CH3:8][O:9][C:10]1[C:11]2[N:18]=[C:17]([NH:19][C:20]([N:22]3[CH2:27][CH2:26][CH:25]([NH:28][CH2:43][C:42]4[CH:45]=[CH:46][C:39]([F:38])=[C:40]([C:47]([F:50])([F:48])[F:49])[CH:41]=4)[CH2:24][CH2:23]3)=[O:21])[S:16][C:12]=2[N:13]=[CH:14][N:15]=1, predict the reactants needed to synthesize it. The reactants are: FC(F)(F)C(O)=O.[CH3:8][O:9][C:10]1[C:11]2[N:18]=[C:17]([NH:19][C:20]([N:22]3[CH2:27][CH2:26][CH:25]([NH2:28])[CH2:24][CH2:23]3)=[O:21])[S:16][C:12]=2[N:13]=[CH:14][N:15]=1.C(N(CC)C(C)C)(C)C.[F:38][C:39]1[CH:46]=[CH:45][C:42]([CH:43]=O)=[CH:41][C:40]=1[C:47]([F:50])([F:49])[F:48].C(O[BH-](OC(=O)C)OC(=O)C)(=O)C.[Na+]. (5) Given the product [Cl:27][C:28]1[CH:33]=[C:32]([CH2:34][O:35][C:2]2[CH:7]=[C:6]([F:8])[CH:5]=[CH:4][C:3]=2[C:9]2[N:14]=[CH:13][N:12]=[C:11]([NH:15][C:16]3[CH:21]=[CH:20][CH:19]=[C:18]([CH2:22][S:23]([CH3:26])(=[O:25])=[O:24])[CH:17]=3)[N:10]=2)[CH:31]=[CH:30][N:29]=1, predict the reactants needed to synthesize it. The reactants are: F[C:2]1[CH:7]=[C:6]([F:8])[CH:5]=[CH:4][C:3]=1[C:9]1[N:14]=[CH:13][N:12]=[C:11]([NH:15][C:16]2[CH:21]=[CH:20][CH:19]=[C:18]([CH2:22][S:23]([CH3:26])(=[O:25])=[O:24])[CH:17]=2)[N:10]=1.[Cl:27][C:28]1[CH:33]=[C:32]([CH2:34][OH:35])[CH:31]=[CH:30][N:29]=1.